The task is: Predict the reaction yield, written as a fraction of the theoretical maximum amount of product (1.0 means a 100% yield; for example, 0.34 means a 34% yield).. This data is from Reaction yield outcomes from USPTO patents with 853,638 reactions. The reactants are [CH:1]1[C:11]2[CH2:10][CH2:9][C:8]3[CH:12]=[CH:13][CH:14]=[CH:15][C:7]=3[N:6]([CH2:16][CH:17]([F:33])[CH2:18][N:19]([CH3:32])S(C3C=CC([N+]([O-])=O)=CC=3)(=O)=O)[C:5]=2[CH:4]=[CH:3][CH:2]=1.[OH-].[Li+].CN(C=O)C.SCC(O)=O. The catalyst is CCOC(C)=O. The product is [CH:12]1[C:8]2[CH2:9][CH2:10][C:11]3[CH:1]=[CH:2][CH:3]=[CH:4][C:5]=3[N:6]([CH2:16][CH:17]([F:33])[CH2:18][NH:19][CH3:32])[C:7]=2[CH:15]=[CH:14][CH:13]=1. The yield is 0.470.